This data is from Full USPTO retrosynthesis dataset with 1.9M reactions from patents (1976-2016). The task is: Predict the reactants needed to synthesize the given product. (1) The reactants are: Cl[C:2]1[N:3]=[N:4][C:5]([C:8]#[C:9][C:10]2[CH:15]=[CH:14][C:13]([F:16])=[CH:12][C:11]=2[F:17])=[CH:6][CH:7]=1.[NH2:18][NH2:19]. Given the product [F:17][C:11]1[CH:12]=[C:13]([F:16])[CH:14]=[CH:15][C:10]=1[C:9]#[C:8][C:5]1[N:4]=[N:3][C:2]([NH:18][NH2:19])=[CH:7][CH:6]=1, predict the reactants needed to synthesize it. (2) Given the product [CH3:10][CH2:9][CH2:8][CH2:7][CH2:6][CH2:5][C:2]([C:43]([OH:23])=[O:44])([CH3:3])[CH3:1].[CH3:22][CH2:21][CH2:20][CH2:19][CH2:18][CH2:17][C:14]([C:43]([OH:11])=[O:44])([CH3:15])[CH3:13].[CH2:25]1[CH2:30][C@@H:29]([NH2:31])[C@H:28]([NH2:32])[CH2:27][CH2:26]1.[Pt:33], predict the reactants needed to synthesize it. The reactants are: [CH3:1][C:2]([CH2:5][CH2:6][CH2:7][CH2:8][CH2:9][C:10]([O-])=[O:11])(C)[CH3:3].[CH3:13][C:14]([CH2:17][CH2:18][CH2:19][CH2:20][CH2:21][C:22]([O-])=[O:23])(C)[CH3:15].[CH2:25]1[CH2:30][CH:29]([NH2:31])[CH:28]([NH2:32])[CH2:27][CH2:26]1.[Pt+2:33].[Pt].NC1(N)CCCCC1.[CH3:43][OH:44]. (3) The reactants are: C([O:4][C@@H:5]1[C@@H:10]([O:11]C(=O)C)[C@@H:9]([O:15]C(=O)C)[C@@H:8]([CH2:19][O:20]C(=O)C)[O:7][C@H:6]1[O:24][C:25]1[C:29]([CH2:30][C:31]2[CH:36]=[CH:35][C:34](/[CH:37]=[CH:38]/[CH2:39][C:40]([OH:42])=O)=[CH:33][CH:32]=2)=[C:28]([CH:43]([CH3:45])[CH3:44])[NH:27][N:26]=1)(=O)C.Cl.C(O[C@@:55]([N:64]=C=O)([CH2:59][CH2:60][CH2:61][CH2:62][NH2:63])[C:56]([NH2:58])=[O:57])C1C=CC=CC=1.Cl.NCC(N)=O. Given the product [NH2:64][C@H:55]([C:56](=[O:57])[NH2:58])[CH2:59][CH2:60][CH2:61][CH2:62][NH:63][C:40]([CH2:39][CH2:38][CH2:37][C:34]1[CH:35]=[CH:36][C:31]([CH2:30][C:29]2[C:25]([O:24][C@@H:6]3[O:7][C@H:8]([CH2:19][OH:20])[C@H:9]([OH:15])[C@H:10]([OH:11])[C@H:5]3[OH:4])=[N:26][NH:27][C:28]=2[CH:43]([CH3:44])[CH3:45])=[CH:32][CH:33]=1)=[O:42], predict the reactants needed to synthesize it. (4) Given the product [CH3:21][N:22]([CH3:23])[C:17]([C:13]1[N:12]=[C:11]2[CH2:10][CH2:9][N:8]([C:6]([O:5][C:1]([CH3:2])([CH3:3])[CH3:4])=[O:7])[C:16]2=[CH:15][CH:14]=1)=[O:19], predict the reactants needed to synthesize it. The reactants are: [C:1]([O:5][C:6]([N:8]1[C:16]2[C:11](=[N:12][C:13]([C:17]([OH:19])=O)=[CH:14][CH:15]=2)[CH2:10][CH2:9]1)=[O:7])([CH3:4])([CH3:3])[CH3:2].Cl.[CH3:21][N:22](C)[CH2:23]CCN=C=NCC.O.ON1C2C=CC=CC=2N=N1.CNC.